Task: Predict the reaction yield, written as a fraction of the theoretical maximum amount of product (1.0 means a 100% yield; for example, 0.34 means a 34% yield).. Dataset: Reaction yield outcomes from USPTO patents with 853,638 reactions (1) The reactants are [O:1]1[C:5]2([CH2:10][CH2:9][N:8]([C:11]([C:13]3[NH:14][C:15]4[C:20]([CH:21]=3)=[CH:19][C:18]([C:22]([N:24]3[CH2:29][CH2:28][N:27]([CH:30]([CH3:32])[CH3:31])[CH2:26][CH2:25]3)=[O:23])=[CH:17][CH:16]=4)=[O:12])[CH2:7][CH2:6]2)[O:4][CH2:3][CH2:2]1.[H-].[Na+].CS(O[CH2:40][C:41]([F:44])([F:43])[F:42])(=O)=O. The catalyst is CN(C)C=O. The product is [O:4]1[C:5]2([CH2:10][CH2:9][N:8]([C:11]([C:13]3[N:14]([CH2:40][C:41]([F:44])([F:43])[F:42])[C:15]4[C:20]([CH:21]=3)=[CH:19][C:18]([C:22]([N:24]3[CH2:25][CH2:26][N:27]([CH:30]([CH3:32])[CH3:31])[CH2:28][CH2:29]3)=[O:23])=[CH:17][CH:16]=4)=[O:12])[CH2:7][CH2:6]2)[O:1][CH2:2][CH2:3]1. The yield is 0.780. (2) The reactants are [N:1]1[CH:6]=[CH:5][N:4]=[CH:3][C:2]=1[C:7]1[N:11]2[CH2:12][CH2:13][NH:14][CH2:15][C:10]2=[N:9][N:8]=1.C(N(CC)C(C)C)(C)C.[CH3:25][Si:26]([CH3:41])([CH3:40])[CH2:27][CH2:28][O:29][C:30](ON1C(=O)CCC1=O)=[O:31]. The catalyst is CN(C=O)C. The product is [N:1]1[CH:6]=[CH:5][N:4]=[CH:3][C:2]=1[C:7]1[N:11]2[CH2:12][CH2:13][N:14]([C:30]([O:29][CH2:28][CH2:27][Si:26]([CH3:41])([CH3:40])[CH3:25])=[O:31])[CH2:15][C:10]2=[N:9][N:8]=1. The yield is 0.890. (3) The reactants are N1C=CN=C1.[Cl:6][C:7]1[CH:8]=[CH:9][C:10](=[O:24])[N:11]([CH2:13][CH2:14][CH2:15][N:16]2[CH2:21][CH2:20][CH:19]([CH2:22][OH:23])[CH2:18][CH2:17]2)[N:12]=1.[H-].[Na+].[NH2:27][C:28]1[C:33]2[CH2:34][CH2:35][O:36][C:32]=2[C:31]([C:37](N2C=CN=C2)=[O:38])=[CH:30][C:29]=1[Cl:44]. The catalyst is C1COCC1. The product is [NH2:27][C:28]1[C:33]2[CH2:34][CH2:35][O:36][C:32]=2[C:31]([C:37]([O:23][CH2:22][CH:19]2[CH2:20][CH2:21][N:16]([CH2:15][CH2:14][CH2:13][N:11]3[C:10](=[O:24])[CH:9]=[CH:8][C:7]([Cl:6])=[N:12]3)[CH2:17][CH2:18]2)=[O:38])=[CH:30][C:29]=1[Cl:44]. The yield is 0.390. (4) The reactants are [Br:1][C:2]1[C:3]([F:16])=[C:4]([NH:8]C(=O)OC(C)(C)C)[CH:5]=[CH:6][CH:7]=1.Cl.CCOC(C)=O.[N:24]([O-])=O.[Na+].[CH3:28][O:29][CH2:30][C:31](=[O:37])[CH2:32][C:33]([O:35][CH3:36])=[O:34].CC([O-])=O.[Na+]. The catalyst is CCOC(C)=O.O.CCO. The product is [Br:1][C:2]1[C:3]([F:16])=[C:4]([NH:8][N:24]=[C:32]([C:31](=[O:37])[CH2:30][O:29][CH3:28])[C:33]([O:35][CH3:36])=[O:34])[CH:5]=[CH:6][CH:7]=1. The yield is 0.620. (5) The reactants are O1CCCOB1[C:7]1[CH:14]=[CH:13][CH:12]=[CH:11][C:8]=1[C:9]#[N:10].Br[C:16]1[CH:22]=[C:21]([CH2:23][CH2:24][CH2:25][CH2:26][CH2:27][CH3:28])[CH:20]=[CH:19][C:17]=1[NH2:18].C(=O)([O-])[O-].[K+].[K+].CCO. The catalyst is C1(C)C=CC=CC=1.[Pd].C1(P(C2C=CC=CC=2)C2C=CC=CC=2)C=CC=CC=1.C1(P(C2C=CC=CC=2)C2C=CC=CC=2)C=CC=CC=1.C1(P(C2C=CC=CC=2)C2C=CC=CC=2)C=CC=CC=1.C1(P(C2C=CC=CC=2)C2C=CC=CC=2)C=CC=CC=1. The product is [CH2:23]([C:21]1[CH:22]=[CH:16][C:17]2[C:19](=[C:7]3[C:8](=[C:9]([NH2:10])[N:18]=2)[CH:11]=[CH:12][CH:13]=[CH:14]3)[CH:20]=1)[CH2:24][CH2:25][CH2:26][CH2:27][CH3:28]. The yield is 0.398. (6) The reactants are [OH:1][C@H:2]1[CH2:6][N:5]([C:7]([O:9][C:10]([CH3:13])([CH3:12])[CH3:11])=[O:8])[C@H:4]([C:14]([O:16][CH3:17])=[O:15])[CH2:3]1.[H-].[Na+].[CH2:20](Br)[C:21]1[CH:26]=[CH:25][CH:24]=[CH:23][CH:22]=1. The catalyst is CN(C)C=O.ClCCl. The product is [CH2:20]([O:1][C@H:2]1[CH2:6][N:5]([C:7]([O:9][C:10]([CH3:11])([CH3:12])[CH3:13])=[O:8])[C@H:4]([C:14]([O:16][CH3:17])=[O:15])[CH2:3]1)[C:21]1[CH:26]=[CH:25][CH:24]=[CH:23][CH:22]=1. The yield is 0.770.